Dataset: Forward reaction prediction with 1.9M reactions from USPTO patents (1976-2016). Task: Predict the product of the given reaction. Given the reactants [Cl:1][C:2]1[CH:3]=[C:4]([C@@H:9]2[CH2:13][N:12]([C:14]([O:16][C:17]([CH3:20])([CH3:19])[CH3:18])=[O:15])[CH2:11][C@H:10]2[C:21]([O:23]C)=[O:22])[CH:5]=[CH:6][C:7]=1[Cl:8].[Li+].[OH-].Cl, predict the reaction product. The product is: [C:17]([O:16][C:14]([N:12]1[CH2:13][C@@H:9]([C:4]2[CH:5]=[CH:6][C:7]([Cl:8])=[C:2]([Cl:1])[CH:3]=2)[C@H:10]([C:21]([OH:23])=[O:22])[CH2:11]1)=[O:15])([CH3:20])([CH3:18])[CH3:19].